Dataset: Reaction yield outcomes from USPTO patents with 853,638 reactions. Task: Predict the reaction yield, written as a fraction of the theoretical maximum amount of product (1.0 means a 100% yield; for example, 0.34 means a 34% yield). (1) The product is [Cl:35][C:32]1[CH:33]=[CH:34][C:18]2[C:17]3[N:36]=[C:13]([NH:12][C:9]4[CH:10]=[CH:11][C:6]([C:5]([N:43]5[CH2:42][CH:41]([CH3:45])[NH:40][CH:39]([CH3:38])[CH2:44]5)=[NH:37])=[CH:7][CH:8]=4)[N:14]=[CH:15][C:16]=3[CH2:22][N:21]=[C:20]([C:23]3[C:28]([F:29])=[CH:27][CH:26]=[CH:25][C:24]=3[F:30])[C:19]=2[CH:31]=1. The yield is 0.300. The reactants are Cl.C(O[C:5](=[NH:37])[C:6]1[CH:11]=[CH:10][C:9]([NH:12][C:13]2[N:14]=[CH:15][C:16]3[CH2:22][N:21]=[C:20]([C:23]4[C:28]([F:29])=[CH:27][CH:26]=[CH:25][C:24]=4[F:30])[C:19]4[CH:31]=[C:32]([Cl:35])[CH:33]=[CH:34][C:18]=4[C:17]=3[N:36]=2)=[CH:8][CH:7]=1)C.[CH3:38][CH:39]1[CH2:44][NH:43][CH2:42][CH:41]([CH3:45])[NH:40]1. The catalyst is C(O)C. (2) The reactants are [Cl:1][C:2]1[CH:3]=[C:4]([CH2:12][CH2:13][C:14]2([CH:22]3[CH2:26][CH2:25][CH2:24][CH2:23]3)[O:19][C:18](=[O:20])[CH2:17][C:16](=[O:21])[CH2:15]2)[CH:5]=[CH:6][C:7]=1[O:8][CH:9]([CH3:11])[CH3:10].[CH2:27]([N:29]1[C:33]([CH3:34])=[C:32]([CH:35]=O)[C:31]([CH3:37])=[N:30]1)[CH3:28]. The catalyst is CO. The product is [Cl:1][C:2]1[CH:3]=[C:4]([CH2:12][CH2:13][C:14]2([CH:22]3[CH2:26][CH2:25][CH2:24][CH2:23]3)[O:19][C:18](=[O:20])[C:17]([CH2:35][C:32]3[C:31]([CH3:37])=[N:30][N:29]([CH2:27][CH3:28])[C:33]=3[CH3:34])=[C:16]([OH:21])[CH2:15]2)[CH:5]=[CH:6][C:7]=1[O:8][CH:9]([CH3:10])[CH3:11]. The yield is 0.400. (3) The reactants are [Cl:1][C:2]1[CH:7]=[CH:6][C:5]([C:8]2[C:13](=[O:14])[NH:12][N:11]3[C:15](=[O:19])[N:16]([CH3:18])[N:17]=[C:10]3[C:9]=2[C:20]2[CH:25]=[CH:24][N:23]=[CH:22][CH:21]=2)=[CH:4][CH:3]=1.Br[CH2:27][C:28]1[CH:35]=[CH:34][C:31]([C:32]#[N:33])=[CH:30][CH:29]=1.C([O-])([O-])=O.[K+].[K+]. The catalyst is CN(C=O)C.C(OCC)(=O)C. The product is [Cl:1][C:2]1[CH:7]=[CH:6][C:5]([C:8]2[C:13](=[O:14])[N:12]([CH2:27][C:28]3[CH:35]=[CH:34][C:31]([C:32]#[N:33])=[CH:30][CH:29]=3)[N:11]3[C:15](=[O:19])[N:16]([CH3:18])[N:17]=[C:10]3[C:9]=2[C:20]2[CH:21]=[CH:22][N:23]=[CH:24][CH:25]=2)=[CH:4][CH:3]=1. The yield is 0.400. (4) The reactants are [C:1]([C:5]1[CH:39]=[CH:38][C:8]([CH2:9][N:10]2[C:14](=[O:15])[N:13]([CH2:16][CH3:17])[C:12]([CH2:18][CH2:19][CH2:20][C:21]3[CH:26]=[CH:25][C:24]([C:27]4[CH:32]=[CH:31][CH:30]=[C:29]([CH:33]=[CH:34][C:35]([OH:37])=[O:36])[CH:28]=4)=[CH:23][CH:22]=3)=[N:11]2)=[CH:7][CH:6]=1)([CH3:4])([CH3:3])[CH3:2]. The catalyst is [Pd].CCOC(C)=O. The product is [C:1]([C:5]1[CH:6]=[CH:7][C:8]([CH2:9][N:10]2[C:14](=[O:15])[N:13]([CH2:16][CH3:17])[C:12]([CH2:18][CH2:19][CH2:20][C:21]3[CH:22]=[CH:23][C:24]([C:27]4[CH:32]=[CH:31][CH:30]=[C:29]([CH2:33][CH2:34][C:35]([OH:37])=[O:36])[CH:28]=4)=[CH:25][CH:26]=3)=[N:11]2)=[CH:38][CH:39]=1)([CH3:2])([CH3:3])[CH3:4]. The yield is 0.730. (5) The reactants are [Cl:1][C:2]1[C:3]([N:8]2[CH:12]([C:13]([O:15][CH2:16][CH3:17])=[O:14])[CH2:11][C:10](OS(C3C=CC=CC=3)(=O)=O)=[N:9]2)=[N:4][CH:5]=[CH:6][CH:7]=1.[BrH:28].C(=O)([O-])O.[Na+]. The catalyst is C(O)(=O)C. The product is [Br:28][C:10]1[CH2:11][CH:12]([C:13]([O:15][CH2:16][CH3:17])=[O:14])[N:8]([C:3]2[C:2]([Cl:1])=[CH:7][CH:6]=[CH:5][N:4]=2)[N:9]=1. The yield is 0.850. (6) The reactants are Br[C:2]1[C:3](=[O:16])[N:4]([CH3:15])[C:5]2[CH:6]=[C:7](Br)[C:8](=[O:13])[N:9]([CH3:12])[C:10]=2[CH:11]=1.C([Sn](CCCC)(CCCC)[C:22]1[S:23][CH:24]=[C:25]([CH2:27][CH:28]([CH2:33][CH3:34])[CH2:29][CH2:30][CH2:31][CH3:32])[CH:26]=1)CCC. The catalyst is CN(C=O)C.ClCCl.Cl[Pd](Cl)([P](C1C=CC=CC=1)(C1C=CC=CC=1)C1C=CC=CC=1)[P](C1C=CC=CC=1)(C1C=CC=CC=1)C1C=CC=CC=1. The product is [CH2:33]([CH:28]([CH2:29][CH2:30][CH2:31][CH3:32])[CH2:27][C:25]1[CH:26]=[C:22]([C:2]2[C:3](=[O:16])[N:4]([CH3:15])[C:5]3[CH:6]=[C:7]([C:22]4[S:23][CH:24]=[C:25]([CH2:27][CH:28]([CH2:33][CH3:34])[CH2:29][CH2:30][CH2:31][CH3:32])[CH:26]=4)[C:8](=[O:13])[N:9]([CH3:12])[C:10]=3[CH:11]=2)[S:23][CH:24]=1)[CH3:34]. The yield is 0.320. (7) The reactants are [NH2:1][C:2]1[CH:7]=[C:6]([Cl:8])[CH:5]=[CH:4][C:3]=1[S:9]([NH2:12])(=[O:11])=[O:10].[Cl:13][C:14]1[CH:19]=[CH:18][C:17](/[CH:20]=[CH:21]/[S:22](Cl)(=[O:24])=[O:23])=[C:16]([O:26][CH3:27])[CH:15]=1. No catalyst specified. The product is [Cl:8][C:6]1[CH:5]=[CH:4][C:3]([S:9]([NH2:12])(=[O:11])=[O:10])=[C:2]([NH:1][S:22](/[CH:21]=[CH:20]/[C:17]2[CH:18]=[CH:19][C:14]([Cl:13])=[CH:15][C:16]=2[O:26][CH3:27])(=[O:23])=[O:24])[CH:7]=1. The yield is 1.00.